Task: Predict the reaction yield, written as a fraction of the theoretical maximum amount of product (1.0 means a 100% yield; for example, 0.34 means a 34% yield).. Dataset: Reaction yield outcomes from USPTO patents with 853,638 reactions (1) The catalyst is O1CCOCC1. The yield is 0.950. The product is [N:19]1[CH:18]=[C:17]([O:16][C:12]2[CH:11]=[C:10]([C@@H:8]([NH2:7])[CH3:9])[CH:15]=[CH:14][CH:13]=2)[CH:22]=[N:21][CH:20]=1. The reactants are C(OC(=O)[NH:7][C@H:8]([C:10]1[CH:15]=[CH:14][CH:13]=[C:12]([O:16][C:17]2[CH:18]=[N:19][CH:20]=[N:21][CH:22]=2)[CH:11]=1)[CH3:9])(C)(C)C.Cl. (2) The reactants are [F:1][C:2]([F:17])([F:16])[C:3]1[CH:4]=[C:5]([CH:9]=[C:10]([C:12]([F:15])([F:14])[F:13])[CH:11]=1)[C:6](Cl)=[O:7].[H][H]. The catalyst is O. The product is [F:1][C:2]([F:16])([F:17])[C:3]1[CH:4]=[C:5]([CH:9]=[C:10]([C:12]([F:15])([F:13])[F:14])[CH:11]=1)[CH:6]=[O:7]. The yield is 0.860.